Predict the reaction yield, written as a fraction of the theoretical maximum amount of product (1.0 means a 100% yield; for example, 0.34 means a 34% yield). From a dataset of Reaction yield outcomes from USPTO patents with 853,638 reactions. The product is [C:1]1([C:15]2[CH:20]=[CH:19][CH:18]=[CH:17][CH:16]=2)[CH:6]=[CH:5][CH:4]=[C:3]([C:7]2[CH:12]=[C:11]([CH3:13])[C:10]([CH3:21])=[CH:9][N:8]=2)[CH:2]=1. The reactants are [C:1]1([C:15]2[CH:20]=[CH:19][CH:18]=[CH:17][CH:16]=2)[CH:6]=[CH:5][CH:4]=[C:3]([C:7]2[CH:12]=[C:11]([CH3:13])[C:10](Br)=[CH:9][N:8]=2)[CH:2]=1.[CH3:21]B1OB(C)OB(C)O1.O.[O-]P([O-])([O-])=O.[K+].[K+].[K+].C1(C)C=CC=CC=1. The catalyst is C1C=CC(/C=C/C(/C=C/C2C=CC=CC=2)=O)=CC=1.C1C=CC(/C=C/C(/C=C/C2C=CC=CC=2)=O)=CC=1.C1C=CC(/C=C/C(/C=C/C2C=CC=CC=2)=O)=CC=1.[Pd].[Pd].C1(P(C2CCCCC2)C2C=C(C3C(OC)=CC=CC=3OC)C=CC=2)CCCCC1.O. The yield is 0.870.